From a dataset of Catalyst prediction with 721,799 reactions and 888 catalyst types from USPTO. Predict which catalyst facilitates the given reaction. (1) Reactant: [F:1][C:2]1[CH:11]=[CH:10][C:5]([C:6](OC)=[O:7])=[CH:4][C:3]=1[O:12][CH2:13][C:14]1[CH:19]=[CH:18][C:17]([F:20])=[CH:16][CH:15]=1.[H-].[H-].[H-].[H-].[Li+].[Al+3].O.[OH-].[Na+]. Product: [F:1][C:2]1[CH:11]=[CH:10][C:5]([CH2:6][OH:7])=[CH:4][C:3]=1[O:12][CH2:13][C:14]1[CH:15]=[CH:16][C:17]([F:20])=[CH:18][CH:19]=1. The catalyst class is: 1. (2) Reactant: [CH2:1]([O:4][C:5]1[CH:6]=[C:7]([CH:10]=[CH:11][CH:12]=1)[CH:8]=O)[CH2:2][CH3:3].[CH3:13][O:14][C:15]1[CH:26]=[C:25]2[C:18]([NH:19][CH:20]=[C:21]2[CH2:22][CH2:23][NH2:24])=[CH:17][CH:16]=1.[BH4-].[Na+]. Product: [CH3:13][O:14][C:15]1[CH:26]=[C:25]2[C:18](=[CH:17][CH:16]=1)[NH:19][CH:20]=[C:21]2[CH2:22][CH2:23][NH:24][CH2:8][C:7]1[CH:10]=[CH:11][CH:12]=[C:5]([O:4][CH2:1][CH2:2][CH3:3])[CH:6]=1. The catalyst class is: 14. (3) Reactant: [CH:1]([C:3]([CH3:5])=[O:4])=[CH2:2].[CH:6]([CH:8]1[CH2:13][CH2:12][N:11]([C:14]([O:16][C:17]([CH3:20])([CH3:19])[CH3:18])=[O:15])[CH2:10][CH2:9]1)=O.[OH-].[K+].C1CCCCC1. Product: [O:4]=[C:3]1[CH2:5][CH2:6][C:8]2([CH2:13][CH2:12][N:11]([C:14]([O:16][C:17]([CH3:20])([CH3:19])[CH3:18])=[O:15])[CH2:10][CH2:9]2)[CH:2]=[CH:1]1. The catalyst class is: 214. (4) Reactant: [CH3:1][C:2]1([CH3:56])[C@@H:5]([C:6]([N:8]2[CH2:13][CH2:12][CH2:11][CH2:10][CH2:9]2)=[O:7])[CH2:4][C@H:3]1[NH:14][C:15]([C@:17]12[CH2:52][CH2:51][C@@H:50]([C:53]([CH3:55])=[CH2:54])[C@@H:18]1[C@@H:19]1[C@@:32]([CH3:35])([CH2:33][CH2:34]2)[C@@:31]2([CH3:36])[C@@H:22]([C@:23]3([CH3:49])[C@@H:28]([CH2:29][CH2:30]2)[C:27]([CH3:38])([CH3:37])[C@@H:26]([O:39][C:40](=[O:48])[CH2:41][C:42]([CH3:47])([CH3:46])[C:43]([OH:45])=[O:44])[CH2:25][CH2:24]3)[CH2:21][CH2:20]1)=[O:16].ClC1C=CC=C(C(OO)=[O:65])C=1. Product: [CH3:1][C:2]1([CH3:56])[C@@H:5]([C:6]([N:8]2[CH2:9][CH2:10][CH2:11][CH2:12][CH2:13]2)=[O:7])[CH2:4][C@H:3]1[NH:14][C:15]([C@:17]12[CH2:52][CH2:51][C@@H:50]([C:53]3([CH3:55])[CH2:54][O:65]3)[C@@H:18]1[C@@H:19]1[C@@:32]([CH3:35])([CH2:33][CH2:34]2)[C@@:31]2([CH3:36])[C@@H:22]([C@:23]3([CH3:49])[C@@H:28]([CH2:29][CH2:30]2)[C:27]([CH3:37])([CH3:38])[C@@H:26]([O:39][C:40](=[O:48])[CH2:41][C:42]([CH3:46])([CH3:47])[C:43]([OH:45])=[O:44])[CH2:25][CH2:24]3)[CH2:21][CH2:20]1)=[O:16]. The catalyst class is: 2. (5) Reactant: Cl[C:2]1[CH:9]=C[CH:7]=[C:6]([F:10])[C:3]=1C=O.[ClH:11].[NH2:12][OH:13].[OH-].[Na+].[CH2:16](O)[CH3:17]. Product: [Cl:11][C:17]1[CH:16]=[CH:7][C:6]([F:10])=[CH:3][C:2]=1[CH:9]=[N:12][OH:13]. The catalyst class is: 6.